The task is: Regression. Given two drug SMILES strings and cell line genomic features, predict the synergy score measuring deviation from expected non-interaction effect.. This data is from NCI-60 drug combinations with 297,098 pairs across 59 cell lines. Drug 1: COC1=C(C=C2C(=C1)N=CN=C2NC3=CC(=C(C=C3)F)Cl)OCCCN4CCOCC4. Drug 2: CN(C)N=NC1=C(NC=N1)C(=O)N. Cell line: SNB-19. Synergy scores: CSS=6.47, Synergy_ZIP=-2.95, Synergy_Bliss=0.436, Synergy_Loewe=-4.53, Synergy_HSA=-1.16.